From a dataset of Catalyst prediction with 721,799 reactions and 888 catalyst types from USPTO. Predict which catalyst facilitates the given reaction. (1) Product: [CH3:1][O:2][C:3]1[CH:4]=[CH:5][C:6]([C:9]2[CH:10]=[CH:11][C:12]([CH:15]([OH:17])[CH3:16])=[N:13][CH:14]=2)=[CH:7][CH:8]=1. Reactant: [CH3:1][O:2][C:3]1[CH:8]=[CH:7][C:6]([C:9]2[CH:10]=[CH:11][C:12]([C:15](=[O:17])[CH3:16])=[N:13][CH:14]=2)=[CH:5][CH:4]=1.[BH4-].[Na+]. The catalyst class is: 87. (2) Reactant: [C:1]([O:5][C:6](=[O:15])[NH:7][CH2:8][CH:9]1[CH2:14][CH2:13][CH:12]=[CH:11][CH2:10]1)([CH3:4])([CH3:3])[CH3:2].ClC1C=C(C=CC=1)C(OO)=[O:21]. Product: [C:1]([O:5][C:6](=[O:15])[NH:7][CH2:8][CH:9]1[CH2:14][CH2:13][CH:12]2[CH:11]([O:21]2)[CH2:10]1)([CH3:4])([CH3:2])[CH3:3]. The catalyst class is: 4. (3) Reactant: [CH3:1][N:2]1[CH2:7][CH2:6][NH:5][CH2:4][CH2:3]1.[Cl:8][C:9]1[CH:14]=[C:13]([N+:15]([O-:17])=[O:16])[CH:12]=[CH:11][C:10]=1F. The catalyst class is: 6. Product: [Cl:8][C:9]1[CH:14]=[C:13]([N+:15]([O-:17])=[O:16])[CH:12]=[CH:11][C:10]=1[N:5]1[CH2:6][CH2:7][N:2]([CH3:1])[CH2:3][CH2:4]1. (4) Reactant: [CH2:1]([O:3][C:4]([C:6]1[CH:10]=[C:9]([CH3:11])[N:8]([C:12]2[C:17]([Cl:18])=[CH:16][CH:15]=[CH:14][C:13]=2[Cl:19])[N:7]=1)=[O:5])[CH3:2].[Br:20]N1C(=O)CCC1=O.C(OOC(=O)C1C=CC=CC=1)(=O)C1C=CC=CC=1. Product: [CH2:1]([O:3][C:4]([C:6]1[CH:10]=[C:9]([CH2:11][Br:20])[N:8]([C:12]2[C:17]([Cl:18])=[CH:16][CH:15]=[CH:14][C:13]=2[Cl:19])[N:7]=1)=[O:5])[CH3:2]. The catalyst class is: 53. (5) Reactant: Br[CH2:2][C:3]1[C:8]([N+:9]([O-:11])=[O:10])=[CH:7][CH:6]=[CH:5][N:4]=1.[F:12][C:13]1[CH:18]=[CH:17][C:16]([OH:19])=[CH:15][CH:14]=1.C(=O)([O-])[O-].[K+].[K+]. Product: [F:12][C:13]1[CH:18]=[CH:17][C:16]([O:19][CH2:2][C:3]2[C:8]([N+:9]([O-:11])=[O:10])=[CH:7][CH:6]=[CH:5][N:4]=2)=[CH:15][CH:14]=1. The catalyst class is: 42. (6) Reactant: [N:1](/[C:4](=[CH:10]\[C:11]1[S:15][CH:14]=[N:13][CH:12]=1)/[C:5]([O:7][CH2:8][CH3:9])=[O:6])=[N+]=[N-]. Product: [S:15]1[C:11]2[CH:10]=[C:4]([C:5]([O:7][CH2:8][CH3:9])=[O:6])[NH:1][C:12]=2[N:13]=[CH:14]1. The catalyst class is: 11. (7) Reactant: C[O:2][C:3](=O)[C:4]1[CH:9]=[CH:8][C:7]([N:10]([C:12](=[O:26])[CH2:13][N:14]([C:16]([O:18][CH2:19][C:20]2[CH:25]=[CH:24][CH:23]=[CH:22][CH:21]=2)=[O:17])[CH3:15])[CH3:11])=[CH:6][CH:5]=1.CO. Product: [CH2:19]([O:18][C:16](=[O:17])[N:14]([CH2:13][C:12](=[O:26])[N:10]([C:7]1[CH:8]=[CH:9][C:4]([CH2:3][OH:2])=[CH:5][CH:6]=1)[CH3:11])[CH3:15])[C:20]1[CH:25]=[CH:24][CH:23]=[CH:22][CH:21]=1. The catalyst class is: 1.